Predict which catalyst facilitates the given reaction. From a dataset of Catalyst prediction with 721,799 reactions and 888 catalyst types from USPTO. (1) Reactant: [NH2:1][C:2]1[N:7]=[C:6]([C:8]2[CH:15]=[CH:14][C:11]([C:12]#[N:13])=[C:10](F)[CH:9]=2)[CH:5]=[C:4]([N:17]2[CH2:22][CH2:21][O:20][CH:19]([C:23]3[NH:24][CH:25]=[C:26]([C:28]4[CH:33]=[CH:32][CH:31]=[CH:30][C:29]=4[Cl:34])[N:27]=3)[CH2:18]2)[N:3]=1.[NH2:35][NH2:36]. Product: [NH2:1][C:2]1[N:7]=[C:6]([C:8]2[CH:9]=[C:10]3[C:11]([C:12]([NH2:13])=[N:35][NH:36]3)=[CH:14][CH:15]=2)[CH:5]=[C:4]([N:17]2[CH2:22][CH2:21][O:20][CH:19]([C:23]3[NH:24][CH:25]=[C:26]([C:28]4[CH:33]=[CH:32][CH:31]=[CH:30][C:29]=4[Cl:34])[N:27]=3)[CH2:18]2)[N:3]=1. The catalyst class is: 8. (2) Reactant: [CH3:1][O:2][CH2:3][CH2:4][NH:5][C:6]1[C:7]([C:12]([O:14][CH2:15][CH3:16])=[O:13])=[N:8][CH:9]=[CH:10][CH:11]=1.C1C(=O)N([Br:24])C(=O)C1. Product: [Br:24][C:9]1[N:8]=[C:7]([C:12]([O:14][CH2:15][CH3:16])=[O:13])[C:6]([NH:5][CH2:4][CH2:3][O:2][CH3:1])=[CH:11][CH:10]=1. The catalyst class is: 10. (3) Reactant: [Cl:1][C:2]1[CH:7]=[CH:6][CH:5]=[CH:4][C:3]=1[N:8]1[CH:12]([C:13]2[CH:18]=[CH:17][CH:16]=[C:15]([C:19]3[CH2:20][CH2:21][N:22](C(OC(C)(C)C)=O)[CH2:23][CH:24]=3)[CH:14]=2)[CH2:11][C:10]([C:32]([C:38]([F:41])([F:40])[F:39])([C:34]([F:37])([F:36])[F:35])[OH:33])=[N:9]1.[F:42][C:43]([F:48])([F:47])[C:44]([OH:46])=[O:45]. Product: [F:42][C:43]([F:48])([F:47])[C:44]([OH:46])=[O:45].[Cl:1][C:2]1[CH:7]=[CH:6][CH:5]=[CH:4][C:3]=1[N:8]1[CH:12]([C:13]2[CH:18]=[CH:17][CH:16]=[C:15]([C:19]3[CH2:20][CH2:21][NH:22][CH2:23][CH:24]=3)[CH:14]=2)[CH2:11][C:10]([C:32]([C:38]([F:41])([F:39])[F:40])([C:34]([F:35])([F:36])[F:37])[OH:33])=[N:9]1. The catalyst class is: 4. (4) Reactant: [Br:1][C:2]1[CH:10]=[CH:9][C:5]([C:6]([OH:8])=[O:7])=[C:4]([F:11])[CH:3]=1.CN(C=O)C.C(Cl)(=O)C(Cl)=O.[C:23](O)([CH3:26])([CH3:25])[CH3:24]. Product: [Br:1][C:2]1[CH:10]=[CH:9][C:5]([C:6]([O:8][C:23]([CH3:26])([CH3:25])[CH3:24])=[O:7])=[C:4]([F:11])[CH:3]=1. The catalyst class is: 859. (5) The catalyst class is: 2. Reactant: [F:1][C:2]1[CH:7]=[C:6]([N+:8]([O-:10])=[O:9])[CH:5]=[CH:4][C:3]=1[CH2:11]O.C1(P(C2C=CC=CC=2)C2C=CC=CC=2)C=CC=CC=1.C1C(=O)N([Br:39])C(=O)C1. Product: [Br:39][CH2:11][C:3]1[CH:4]=[CH:5][C:6]([N+:8]([O-:10])=[O:9])=[CH:7][C:2]=1[F:1]. (6) Reactant: [Cl:1][C:2]1[CH:3]=[C:4]([CH:10]=[CH:11][C:12]=1[Cl:13])[CH2:5][NH:6][CH2:7][CH2:8][OH:9].O1C[C@@H]1[CH2:17][N:18]1[C:26](=[O:27])[C:25]2[C:20](=[CH:21][CH:22]=[CH:23][CH:24]=2)[C:19]1=[O:28].[C:29]1(P(C2C=CC=CC=2)C2C=CC=CC=2)C=CC=C[CH:30]=1.CC(OC(/N=N/C(OC(C)C)=O)=O)C. Product: [Cl:1][C:2]1[CH:3]=[C:4]([CH:10]=[CH:11][C:12]=1[Cl:13])[CH2:5][N:6]1[CH2:30][CH2:29][O:9][C@@H:8]([CH2:17][N:18]2[C:26](=[O:27])[C:25]3[C:20](=[CH:21][CH:22]=[CH:23][CH:24]=3)[C:19]2=[O:28])[CH2:7]1. The catalyst class is: 359. (7) The catalyst class is: 434. Product: [OH:43][CH:44]1[CH2:49][CH2:48][N:47]([C:25]([C:6]2[C:5]3[C:10](=[CH:11][C:12]([O:13][CH3:14])=[C:3]([O:2][CH3:1])[CH:4]=3)[C:9]([C:15]([C:16]3[CH:21]=[CH:20][CH:19]=[C:18]([O:22][CH3:23])[CH:17]=3)=[O:24])=[N:8][CH:7]=2)=[O:27])[CH2:46][CH2:45]1. Reactant: [CH3:1][O:2][C:3]1[CH:4]=[C:5]2[C:10](=[CH:11][C:12]=1[O:13][CH3:14])[C:9]([C:15](=[O:24])[C:16]1[CH:21]=[CH:20][CH:19]=[C:18]([O:22][CH3:23])[CH:17]=1)=[N:8][CH:7]=[C:6]2[C:25]([OH:27])=O.C(N(CC)CC)C.C(OC(Cl)=O)C(C)C.[OH:43][CH:44]1[CH2:49][CH2:48][NH:47][CH2:46][CH2:45]1.